Dataset: Full USPTO retrosynthesis dataset with 1.9M reactions from patents (1976-2016). Task: Predict the reactants needed to synthesize the given product. (1) Given the product [Cl:1][C:2]1[CH:7]=[C:6]([F:8])[CH:5]=[CH:4][C:3]=1[C:24]([CH:23]1[CH2:22][CH2:21][N:20]([C:17](=[O:19])[CH3:18])[CH2:28][CH2:27]1)=[O:25], predict the reactants needed to synthesize it. The reactants are: [Cl:1][C:2]1[CH:7]=[C:6]([F:8])[CH:5]=[CH:4][C:3]=1I.C([Mg]Cl)(C)C.[Cl-].[Li+].[C:17]([N:20]1[CH2:28][CH2:27][CH:23]([C:24](Cl)=[O:25])[CH2:22][CH2:21]1)(=[O:19])[CH3:18].O. (2) Given the product [CH3:26][O:27][C:28]1[CH:36]=[CH:35][C:31]([CH2:32][N:33]2[C:5]([C:7]3[C:12](=[O:13])[CH:11]=[CH:10][N:9]([C:14]4[CH:19]=[CH:18][CH:17]=[C:16]([C:20]([F:23])([F:22])[F:21])[CH:15]=4)[N:8]=3)=[CH:4][CH:3]=[N:2]2)=[CH:30][CH:29]=1, predict the reactants needed to synthesize it. The reactants are: C[N:2](C)[CH:3]=[CH:4][C:5]([C:7]1[C:12](=[O:13])[CH:11]=[CH:10][N:9]([C:14]2[CH:19]=[CH:18][CH:17]=[C:16]([C:20]([F:23])([F:22])[F:21])[CH:15]=2)[N:8]=1)=O.Cl.[CH3:26][O:27][C:28]1[CH:36]=[CH:35][C:31]([CH2:32][NH:33]N)=[CH:30][CH:29]=1.CCN(CC)CC.Cl.